Dataset: Catalyst prediction with 721,799 reactions and 888 catalyst types from USPTO. Task: Predict which catalyst facilitates the given reaction. (1) Reactant: [F:1][C:2]1[CH:14]=[CH:13][CH:12]=[C:11]([I:15])[C:3]=1[C:4]([O:6]/[N:7]=[C:8](\[NH2:10])/[CH3:9])=O.CC([O-])=O.[Na+]. Product: [F:1][C:2]1[CH:14]=[CH:13][CH:12]=[C:11]([I:15])[C:3]=1[C:4]1[O:6][N:7]=[C:8]([CH3:9])[N:10]=1. The catalyst class is: 664. (2) The catalyst class is: 29. Reactant: [N:1]([CH:4]([C@@H:10]([CH3:15])[C:11]([F:14])([F:13])[F:12])[C:5]([O:7][CH2:8][CH3:9])=[O:6])=[N+]=[N-].[H][H]. Product: [F:12][C:11]([F:13])([F:14])[C@H:10]([CH3:15])[C@@H:4]([C:5]([O:7][CH2:8][CH3:9])=[O:6])[NH2:1]. (3) The catalyst class is: 11. Product: [CH2:1]([O:3][C:4](=[O:22])/[CH:5]=[CH:6]/[C:7]1[C:8]([NH:16][CH:17]2[CH2:21][CH2:20][CH2:19][CH2:18]2)=[N:9][C:10]([NH:34][C:33]2[CH:32]=[CH:31][C:30]([N:27]3[CH2:26][CH2:25][N:24]([CH3:23])[CH2:29][CH2:28]3)=[CH:36][CH:35]=2)=[N:11][CH:12]=1)[CH3:2]. Reactant: [CH2:1]([O:3][C:4](=[O:22])/[CH:5]=[CH:6]/[C:7]1[C:8]([NH:16][CH:17]2[CH2:21][CH2:20][CH2:19][CH2:18]2)=[N:9][C:10](S(C)=O)=[N:11][CH:12]=1)[CH3:2].[CH3:23][N:24]1[CH2:29][CH2:28][N:27]([C:30]2[CH:36]=[CH:35][C:33]([NH2:34])=[CH:32][CH:31]=2)[CH2:26][CH2:25]1. (4) Reactant: [F:1][C:2]1[CH:7]=[CH:6][C:5]([CH2:8][CH2:9][C:10](=[O:22])[CH2:11][C:12]([C:14]2[CH:15]=[C:16]([CH:19]=[CH:20][CH:21]=2)[C:17]#[N:18])=[O:13])=[CH:4][CH:3]=1.[C:23]([O-])([O-])=O.[K+].[K+].CI. Product: [F:1][C:2]1[CH:7]=[CH:6][C:5]([CH2:8][CH2:9][C:10](=[O:22])[CH:11]([CH3:23])[C:12]([C:14]2[CH:15]=[C:16]([CH:19]=[CH:20][CH:21]=2)[C:17]#[N:18])=[O:13])=[CH:4][CH:3]=1. The catalyst class is: 21. (5) Reactant: [CH2:1]([N:6]1[C:10]2[CH:11]=[CH:12][CH:13]=[CH:14][C:9]=2[N:8]=[C:7]1[CH2:15][NH:16][C:17]1[CH:31]=[CH:30][CH:29]=[CH:28][C:18]=1[C:19]([NH:21][C:22]1([C:25]([OH:27])=O)[CH2:24][CH2:23]1)=[O:20])[CH2:2][CH:3]([CH3:5])[CH3:4].CN(C(ON1N=NC2C=CC=CC1=2)=[N+](C)C)C.[B-](F)(F)(F)F.CCN(C(C)C)C(C)C. Product: [CH2:1]([N:6]1[C:10]2[CH:11]=[CH:12][CH:13]=[CH:14][C:9]=2[N:8]=[C:7]1[CH2:15][N:16]1[C:17]2[CH:31]=[CH:30][CH:29]=[CH:28][C:18]=2[C:19](=[O:20])[NH:21][C:22]2([CH2:23][CH2:24]2)[C:25]1=[O:27])[CH2:2][CH:3]([CH3:5])[CH3:4]. The catalyst class is: 3. (6) Reactant: C([O:4][CH2:5][CH2:6][CH2:7][Si:8]([C:21]1[CH:26]=[CH:25][CH:24]=[CH:23][CH:22]=1)([C:15]1[CH:20]=[CH:19][CH:18]=[CH:17][CH:16]=1)[C:9]1[CH:14]=[CH:13][CH:12]=[CH:11][CH:10]=1)(=O)C.C(=O)([O-])[O-].[Na+].[Na+]. Product: [OH:4][CH2:5][CH2:6][CH2:7][Si:8]([C:21]1[CH:26]=[CH:25][CH:24]=[CH:23][CH:22]=1)([C:9]1[CH:10]=[CH:11][CH:12]=[CH:13][CH:14]=1)[C:15]1[CH:20]=[CH:19][CH:18]=[CH:17][CH:16]=1. The catalyst class is: 8. (7) Reactant: Br[C:2]1[CH:7]=[CH:6][C:5](/[N:8]=N/N2CCCC2)=[CH:4][CH:3]=1.[Li]C(CC)C.[CH3:20][C:21]([CH3:23])=[O:22]. Product: [NH2:8][C:5]1[CH:4]=[CH:3][C:2]([C:21]([OH:22])([CH3:23])[CH3:20])=[CH:7][CH:6]=1. The catalyst class is: 28. (8) Reactant: [Br:1][C:2]1[C:3]([CH3:8])=[N:4][CH:5]=[CH:6][CH:7]=1.ClC1C=CC=C(C(OO)=[O:17])C=1. Product: [Br:1][C:2]1[C:3]([CH3:8])=[N+:4]([O-:17])[CH:5]=[CH:6][CH:7]=1. The catalyst class is: 124.